The task is: Predict the product of the given reaction.. This data is from Forward reaction prediction with 1.9M reactions from USPTO patents (1976-2016). Given the reactants [NH2:1][C@H:2]1[CH2:7][CH2:6][CH2:5][CH2:4][C@H:3]1[NH:8][C:9]1[CH:10]=[C:11]([NH:17][C:18]2[CH:19]=[C:20]3[C:25](=[CH:26][CH:27]=2)[CH:24]=[N:23][CH:22]=[CH:21]3)[C:12]([C:15]#[N:16])=[N:13][CH:14]=1.[OH-].[Na+].OO.CC(O)=[O:34], predict the reaction product. The product is: [NH2:1][C@H:2]1[CH2:7][CH2:6][CH2:5][CH2:4][C@H:3]1[NH:8][C:9]1[CH:10]=[C:11]([NH:17][C:18]2[CH:19]=[C:20]3[C:25](=[CH:26][CH:27]=2)[CH:24]=[N:23][CH:22]=[CH:21]3)[C:12]([C:15]([NH2:16])=[O:34])=[N:13][CH:14]=1.